Dataset: Reaction yield outcomes from USPTO patents with 853,638 reactions. Task: Predict the reaction yield, written as a fraction of the theoretical maximum amount of product (1.0 means a 100% yield; for example, 0.34 means a 34% yield). (1) The reactants are [Cl:1][C:2]1[N:7]([CH2:8][C:9]2[CH:16]=[CH:15][CH:14]=[CH:13][C:10]=2[C:11]#[N:12])[C:6](=[O:17])[NH:5][C:4](=[O:18])[CH:3]=1.[H-].[Na+].[Li+].[Br-].I[CH3:24]. The catalyst is CN(C=O)C.C1COCC1.C(Cl)(Cl)Cl. The product is [Cl:1][C:2]1[N:7]([CH2:8][C:9]2[CH:16]=[CH:15][CH:14]=[CH:13][C:10]=2[C:11]#[N:12])[C:6](=[O:17])[N:5]([CH3:24])[C:4](=[O:18])[CH:3]=1. The yield is 0.720. (2) The reactants are [CH3:1]/[C:2](/[C:6]#[C:7][C:8]1[CH:13]=[CH:12][CH:11]=[CH:10][CH:9]=1)=[CH:3]\[CH2:4][OH:5].C(P(CCCC)CCCC)CCC.N(C(N1CCCCC1)=O)=NC(N1CCCCC1)=O.[CH2:45]([O:47][C@@H:48]([CH2:54][C:55]1[CH:60]=[CH:59][C:58](O)=[CH:57][CH:56]=1)[C:49]([O:51][CH2:52][CH3:53])=[O:50])[CH3:46]. The catalyst is C1C=CC=CC=1. The product is [CH2:52]([O:51][C:49](=[O:50])[C@@H:48]([O:47][CH2:45][CH3:46])[CH2:54][C:55]1[CH:60]=[CH:59][C:58]([O:5][CH2:4]/[CH:3]=[C:2](\[CH3:1])/[C:6]#[C:7][C:8]2[CH:13]=[CH:12][CH:11]=[CH:10][CH:9]=2)=[CH:57][CH:56]=1)[CH3:53]. The yield is 0.680. (3) The catalyst is CS(C)=O.[Cu]I. The reactants are [CH2:1]([O:8][C:9]1[CH:14]=[CH:13][NH:12][C:11](=[O:15])[CH:10]=1)[C:2]1[CH:7]=[CH:6][CH:5]=[CH:4][CH:3]=1.Br[C:17]1[CH:25]=[C:24]2[C:20]([C:21]3[CH2:30][CH2:29][N:28]([C:31]([O:33][C:34]([CH3:37])([CH3:36])[CH3:35])=[O:32])[C:27]([CH3:39])([CH3:38])[C:22]=3[N:23]2[CH3:26])=[CH:19][CH:18]=1.OC1C=CC=C2C=1N=CC=C2.C([O-])([O-])=O.[Cs+].[Cs+]. The yield is 0.270. The product is [CH2:1]([O:8][C:9]1[CH:14]=[CH:13][N:12]([C:17]2[CH:25]=[C:24]3[C:20]([C:21]4[CH2:30][CH2:29][N:28]([C:31]([O:33][C:34]([CH3:37])([CH3:36])[CH3:35])=[O:32])[C:27]([CH3:39])([CH3:38])[C:22]=4[N:23]3[CH3:26])=[CH:19][CH:18]=2)[C:11](=[O:15])[CH:10]=1)[C:2]1[CH:3]=[CH:4][CH:5]=[CH:6][CH:7]=1. (4) The reactants are Cl.[CH2:2]([O:9][C:10]1[CH:15]=[CH:14][C:13]([NH:16][C:17]2[C:26]3[C:21](=[CH:22][C:23]([F:34])=[C:24]([C:27]4[O:31][C:30]([CH:32]=O)=[CH:29][CH:28]=4)[CH:25]=3)[N:20]=[CH:19][N:18]=2)=[CH:12][CH:11]=1)[C:3]1[CH:8]=[CH:7][CH:6]=[CH:5][CH:4]=1.C(N(C(C)C)CC)(C)C.[CH3:44][S:45]([CH2:48][CH2:49][NH2:50])(=[O:47])=[O:46].C(O[BH-](OC(=O)C)OC(=O)C)(=O)C.[Na+]. The catalyst is ClCCCl.C(O)(=O)C. The product is [CH2:2]([O:9][C:10]1[CH:15]=[CH:14][C:13]([NH:16][C:17]2[C:26]3[C:21](=[CH:22][C:23]([F:34])=[C:24]([C:27]4[O:31][C:30]([CH2:32][NH:50][CH2:49][CH2:48][S:45]([CH3:44])(=[O:47])=[O:46])=[CH:29][CH:28]=4)[CH:25]=3)[N:20]=[CH:19][N:18]=2)=[CH:12][CH:11]=1)[C:3]1[CH:4]=[CH:5][CH:6]=[CH:7][CH:8]=1. The yield is 0.610.